Dataset: Catalyst prediction with 721,799 reactions and 888 catalyst types from USPTO. Task: Predict which catalyst facilitates the given reaction. (1) Reactant: Br[C:2]1[CH:3]=[C:4]2[N:10]=[CH:9][N:8]([C:11]3[CH:12]=[C:13]([NH:25][S:26]([CH2:29][CH3:30])(=[O:28])=[O:27])[CH:14]=[C:15]([C:17]4[CH:22]=[CH:21][C:20]([F:23])=[CH:19][C:18]=4[F:24])[CH:16]=3)[C:5]2=[N:6][CH:7]=1.N#N.[CH:33]([N:36]1[CH:40]=[CH:39][C:38](B2OC(C)(C)C(C)(C)O2)=[N:37]1)([CH3:35])[CH3:34].C(=O)([O-])[O-].[Na+].[Na+]. Product: [F:24][C:18]1[CH:19]=[C:20]([F:23])[CH:21]=[CH:22][C:17]=1[C:15]1[CH:16]=[C:11]([N:8]2[C:5]3=[N:6][CH:7]=[C:2]([C:39]4[CH:38]=[N:37][N:36]([CH:33]([CH3:35])[CH3:34])[CH:40]=4)[CH:3]=[C:4]3[N:10]=[CH:9]2)[CH:12]=[C:13]([NH:25][S:26]([CH2:29][CH3:30])(=[O:28])=[O:27])[CH:14]=1. The catalyst class is: 438. (2) Reactant: [NH2:1][C:2]1[N:10]=[CH:9][C:8]([Br:11])=[CH:7][C:3]=1[C:4]([OH:6])=O.C(N(CC)C(C)C)(C)C.[CH3:21][S@:22]([C:25]1[CH:30]=[CH:29][CH:28]=[CH:27][CH:26]=1)(=[NH:24])=[O:23].F[P-](F)(F)(F)(F)F.N1(O[P+](N(C)C)(N(C)C)N(C)C)C2C=CC=CC=2N=N1. Product: [NH2:1][C:2]1[N:10]=[CH:9][C:8]([Br:11])=[CH:7][C:3]=1[C:4]([N:24]=[S@@:22]([CH3:21])(=[O:23])[C:25]1[CH:30]=[CH:29][CH:28]=[CH:27][CH:26]=1)=[O:6]. The catalyst class is: 31. (3) Reactant: [CH3:1][O:2][C:3]([C:5]1[S:6][C:7]([C:11]2[CH:16]=[CH:15][CH:14]=[CH:13][CH:12]=2)=[CH:8][C:9]=1Br)=[O:4].[CH:17]1([NH2:20])[CH2:19][CH2:18]1.C(=O)([O-])[O-].[Cs+].[Cs+].C1C=CC(P(C2C(C3C(P(C4C=CC=CC=4)C4C=CC=CC=4)=CC=C4C=3C=CC=C4)=C3C(C=CC=C3)=CC=2)C2C=CC=CC=2)=CC=1. Product: [CH3:1][O:2][C:3]([C:5]1[S:6][C:7]([C:11]2[CH:16]=[CH:15][CH:14]=[CH:13][CH:12]=2)=[CH:8][C:9]=1[NH:20][CH:17]1[CH2:19][CH2:18]1)=[O:4]. The catalyst class is: 11. (4) Reactant: [C:1](O)(=O)[CH3:2].C(O[BH-](O[C:15](=O)[CH3:16])OC(=O)C)(=O)C.[Na+].[NH:19]1[C:23]2[CH:24]=[CH:25][CH:26]=[CH:27][C:22]=2[N:21]=[C:20]1[NH:28][CH2:29][CH:30]1[CH2:35][CH2:34][NH:33][CH2:32][CH2:31]1.Cl[CH:37](Cl)[CH3:38]. Product: [NH:19]1[C:23]2[CH:24]=[CH:25][CH:26]=[CH:27][C:22]=2[N:21]=[C:20]1[NH:28][CH2:29][CH:30]1[CH2:35][CH2:34][N:33]([CH2:27][CH2:22][CH2:23][CH2:24][C:1]2[CH:2]=[CH:16][CH:15]=[CH:38][CH:37]=2)[CH2:32][CH2:31]1. The catalyst class is: 9. (5) Reactant: [CH:1]([N:3]([CH2:12][C@@H:13]([CH2:17][CH2:18][CH2:19][CH3:20])[C:14](O)=[O:15])[O:4][CH2:5][C:6]1[CH:11]=[CH:10][CH:9]=[CH:8][CH:7]=1)=[O:2].N1C=CC=CC=1.[F:27]C1N=C(F)N=C(F)N=1. Product: [CH:1]([N:3]([CH2:12][C@@H:13]([CH2:17][CH2:18][CH2:19][CH3:20])[C:14]([F:27])=[O:15])[O:4][CH2:5][C:6]1[CH:11]=[CH:10][CH:9]=[CH:8][CH:7]=1)=[O:2]. The catalyst class is: 2.